Dataset: Forward reaction prediction with 1.9M reactions from USPTO patents (1976-2016). Task: Predict the product of the given reaction. (1) Given the reactants [CH:1]([C:4]1[C:5]([O:16][CH2:17][CH2:18][CH3:19])=[C:6](B(O)O)[CH:7]=[C:8]([CH:10]([CH3:12])[CH3:11])[CH:9]=1)([CH3:3])[CH3:2].[C:20]([C:23]1[S:27][C:26]2[CH:28]=[CH:29][CH:30]=[C:31](I)[C:25]=2[CH:24]=1)(=[O:22])[CH3:21].C(=O)([O-])[O-].[Na+].[Na+].O, predict the reaction product. The product is: [C:20]([C:23]1[S:27][C:26]2[CH:28]=[CH:29][CH:30]=[C:31]([C:6]3[CH:7]=[C:8]([CH:10]([CH3:12])[CH3:11])[CH:9]=[C:4]([CH:1]([CH3:2])[CH3:3])[C:5]=3[O:16][CH2:17][CH2:18][CH3:19])[C:25]=2[CH:24]=1)(=[O:22])[CH3:21]. (2) The product is: [CH2:2]([O:4][C:5](=[O:16])[C:6]1[CH:11]=[CH:10][C:9]([O:12][CH2:13][CH2:14][NH:15][C:27]([C:19]2[O:20][C:21]3[CH:26]=[CH:25][CH:24]=[CH:23][C:22]=3[C:18]=2[CH3:17])=[O:28])=[CH:8][CH:7]=1)[CH3:3]. Given the reactants Cl.[CH2:2]([O:4][C:5](=[O:16])[C:6]1[CH:11]=[CH:10][C:9]([O:12][CH2:13][CH2:14][NH2:15])=[CH:8][CH:7]=1)[CH3:3].[CH3:17][C:18]1[C:22]2[CH:23]=[CH:24][CH:25]=[CH:26][C:21]=2[O:20][C:19]=1[C:27](O)=[O:28].P(Cl)(Cl)(Cl)=O, predict the reaction product. (3) Given the reactants Cl.[Cl:2][C:3]1[CH:8]=[C:7]([Cl:9])[CH:6]=[CH:5][C:4]=1[CH2:10][CH2:11][NH:12][C:13]1[N:18]=[C:17]([O:19][CH3:20])[N:16]=[C:15]([C:21]2[CH:22]=[C:23]([C:27]([CH3:32])([CH3:31])[C:28]([OH:30])=[O:29])[CH:24]=[CH:25][CH:26]=2)[CH:14]=1.[CH3:33]O, predict the reaction product. The product is: [CH3:33][O:29][C:28](=[O:30])[C:27]([C:23]1[CH:24]=[CH:25][CH:26]=[C:21]([C:15]2[CH:14]=[C:13]([NH:12][CH2:11][CH2:10][C:4]3[CH:5]=[CH:6][C:7]([Cl:9])=[CH:8][C:3]=3[Cl:2])[N:18]=[C:17]([O:19][CH3:20])[N:16]=2)[CH:22]=1)([CH3:32])[CH3:31].